Predict which catalyst facilitates the given reaction. From a dataset of Catalyst prediction with 721,799 reactions and 888 catalyst types from USPTO. (1) Reactant: [Cl:1][C:2]1[CH:7]=[CH:6][CH:5]=[C:4]([F:8])[C:3]=1[NH2:9].[C:10](Cl)(Cl)=[S:11].CN(C=O)C. Product: [Cl:1][C:2]1[CH:7]=[CH:6][CH:5]=[C:4]([F:8])[C:3]=1[N:9]=[C:10]=[S:11]. The catalyst class is: 159. (2) Reactant: [NH2:1][CH:2]1[CH2:7][CH2:6][CH:5]([CH2:8][NH:9][C:10]2[C:15]([N+:16]([O-:18])=[O:17])=[CH:14][N:13]=[C:12]([NH:19][CH2:20][C:21]3[CH:26]=[CH:25][CH:24]=[CH:23][C:22]=3[O:27][C:28]([F:31])([F:30])[F:29])[N:11]=2)[CH2:4][CH2:3]1.C(N(CC)C(C)C)(C)C.Br[CH2:42][C:43]([O:45][C:46]([CH3:49])([CH3:48])[CH3:47])=[O:44]. Product: [C:46]([O:45][C:43](=[O:44])[CH2:42][NH:1][CH:2]1[CH2:3][CH2:4][CH:5]([CH2:8][NH:9][C:10]2[C:15]([N+:16]([O-:18])=[O:17])=[CH:14][N:13]=[C:12]([NH:19][CH2:20][C:21]3[CH:26]=[CH:25][CH:24]=[CH:23][C:22]=3[O:27][C:28]([F:30])([F:31])[F:29])[N:11]=2)[CH2:6][CH2:7]1)([CH3:49])([CH3:48])[CH3:47]. The catalyst class is: 623. (3) Reactant: [OH-].[NH4+:2].[CH3:3][C@@H:4]1[S:9][C:8]2[S:10][C:11]([S:13](Cl)(=[O:15])=[O:14])=[CH:12][C:7]=2[C:6](=[O:17])[CH2:5]1. Product: [CH3:3][C@@H:4]1[S:9][C:8]2[S:10][C:11]([S:13]([NH2:2])(=[O:15])=[O:14])=[CH:12][C:7]=2[C:6](=[O:17])[CH2:5]1. The catalyst class is: 4. (4) Reactant: [OH:1][C:2]1[CH:7]=[C:6]([CH3:8])[O:5][C:4](=[O:9])[CH:3]=1.CO[CH:12](OC)[N:13]([CH3:15])[CH3:14]. Product: [CH3:12][N:13]([CH:15]=[C:3]1[C:2](=[O:1])[CH:7]=[C:6]([CH3:8])[O:5][C:4]1=[O:9])[CH3:14]. The catalyst class is: 11. (5) Reactant: [C:1]([O:5][C:6]([N:8]1[CH2:13][CH2:12][N:11]([CH2:14][C:15]2[CH:20]=[CH:19][CH:18]=[CH:17][CH:16]=2)[CH:10]([CH2:21][NH:22][CH2:23][C:24]([CH3:29])([CH3:28])[C:25]([NH2:27])=[O:26])[CH2:9]1)=[O:7])([CH3:4])([CH3:3])[CH3:2].[OH-].[Na+].[C:32](O[C:32]([O:34][C:35]([CH3:38])([CH3:37])[CH3:36])=[O:33])([O:34][C:35]([CH3:38])([CH3:37])[CH3:36])=[O:33]. Product: [C:1]([O:5][C:6]([N:8]1[CH2:13][CH2:12][N:11]([CH2:14][C:15]2[CH:20]=[CH:19][CH:18]=[CH:17][CH:16]=2)[CH:10]([CH2:21][N:22]([CH2:23][C:24]([CH3:29])([CH3:28])[C:25]([NH2:27])=[O:26])[C:32]([O:34][C:35]([CH3:38])([CH3:37])[CH3:36])=[O:33])[CH2:9]1)=[O:7])([CH3:4])([CH3:2])[CH3:3]. The catalyst class is: 57. (6) Product: [CH:1]1([C:4]2[C:12]3[CH:11]=[C:10]([CH2:13][CH2:14][CH2:15][CH2:16][N:17]4[CH:21]=[C:20]([C:22]([OH:24])=[O:23])[N:19]=[N:18]4)[N:9]=[N:8][C:7]=3[NH:6][C:5]=2[C:44]2[CH:45]=[CH:46][CH:47]=[CH:48][N:43]=2)[CH2:3][CH2:2]1. The catalyst class is: 110. Reactant: [CH:1]1([C:4]2[C:12]3[CH:11]=[C:10]([CH2:13][CH2:14][CH2:15][CH2:16][N:17]4[CH:21]=[C:20]([C:22]([OH:24])=[O:23])[N:19]=[N:18]4)[N:9]=[N:8][C:7]=3[NH:6][C:5]=2I)[CH2:3][CH2:2]1.O1C=CC=C1P(C1OC=CC=1)C1OC=CC=1.[Br-].[N:43]1[CH:48]=[CH:47][CH:46]=[CH:45][C:44]=1[Zn+]. (7) Reactant: C[N:2]([CH3:18])/[CH:3]=[CH:4]/[C:5]1[C:10]([C:11]([O:13]CC)=O)=[CH:9][N:8]=[C:7]([S:16][CH3:17])[N:6]=1.C(N)[C:20]1[CH:25]=[CH:24][CH:23]=[CH:22][CH:21]=1.Cl. Product: [CH2:18]([N:2]1[CH:3]=[CH:4][C:5]2[N:6]=[C:7]([S:16][CH3:17])[N:8]=[CH:9][C:10]=2[C:11]1=[O:13])[C:20]1[CH:25]=[CH:24][CH:23]=[CH:22][CH:21]=1. The catalyst class is: 8. (8) Reactant: [N+:1]([C:4]1[CH:5]=[C:6]([S:10]([N:13]2[C:17]([C:18]3[CH:23]=[CH:22][CH:21]=[CH:20][CH:19]=3)=[CH:16][C:15]([CH:24]=O)=[CH:14]2)(=[O:12])=[O:11])[CH:7]=[CH:8][CH:9]=1)([O-:3])=[O:2].CO.[CH3:28][NH2:29].[BH4-].[Na+].[ClH:32].C(=O)([O-])O.[Na+]. Product: [ClH:32].[CH3:28][NH:29][CH2:24][C:15]1[CH:16]=[C:17]([C:18]2[CH:23]=[CH:22][CH:21]=[CH:20][CH:19]=2)[N:13]([S:10]([C:6]2[CH:7]=[CH:8][CH:9]=[C:4]([N+:1]([O-:3])=[O:2])[CH:5]=2)(=[O:12])=[O:11])[CH:14]=1. The catalyst class is: 5. (9) Reactant: [C:1]([O:5][C:6]([N:8]1[CH2:17][CH2:16][C:15]2[N:11]([CH:12]=[N:13][N:14]=2)[CH2:10][CH2:9]1)=[O:7])([CH3:4])([CH3:3])[CH3:2].[OH-].[Na+].[Br:20]Br.Cl. Product: [C:1]([O:5][C:6]([N:8]1[CH2:17][CH2:16][C:15]2[N:11]([C:12]([Br:20])=[N:13][N:14]=2)[CH2:10][CH2:9]1)=[O:7])([CH3:4])([CH3:2])[CH3:3]. The catalyst class is: 6. (10) Reactant: [CH3:1][CH:2]1[NH:7][C:6](=[O:8])[CH2:5][NH:4][CH2:3]1.F[C:10]1[N:17]=[C:16]([F:18])[C:15]([I:19])=[CH:14][C:11]=1[CH:12]=[O:13].N1C(C)=CC=CC=1C. Product: [F:18][C:16]1[C:15]([I:19])=[CH:14][C:11]([CH:12]=[O:13])=[C:10]([N:4]2[CH2:5][C:6](=[O:8])[NH:7][CH:2]([CH3:1])[CH2:3]2)[N:17]=1. The catalyst class is: 18.